This data is from Forward reaction prediction with 1.9M reactions from USPTO patents (1976-2016). The task is: Predict the product of the given reaction. (1) Given the reactants Cl[C:2]1[C:11]2[C:6](=[CH:7][C:8]([O:13][CH3:14])=[C:9]([F:12])[CH:10]=2)[CH:5]=[CH:4][N:3]=1.[F-:15].[Cs+], predict the reaction product. The product is: [F:15][C:2]1[C:11]2[C:6](=[CH:7][C:8]([O:13][CH3:14])=[C:9]([F:12])[CH:10]=2)[CH:5]=[CH:4][N:3]=1. (2) Given the reactants Br[C:2]1[CH:7]=[CH:6][C:5]2[C:8]3[CH2:9][N:10]([C:16]([O:18][C:19]([CH3:22])([CH3:21])[CH3:20])=[O:17])[CH2:11][CH2:12][CH2:13][C:14]=3[O:15][C:4]=2[CH:3]=1.[C:23]1([S:29]([O-:31])=[O:30])[CH:28]=[CH:27][CH:26]=[CH:25][CH:24]=1.[Na+], predict the reaction product. The product is: [C:23]1([S:29]([C:2]2[CH:7]=[CH:6][C:5]3[C:8]4[CH2:9][N:10]([C:16]([O:18][C:19]([CH3:22])([CH3:21])[CH3:20])=[O:17])[CH2:11][CH2:12][CH2:13][C:14]=4[O:15][C:4]=3[CH:3]=2)(=[O:31])=[O:30])[CH:28]=[CH:27][CH:26]=[CH:25][CH:24]=1. (3) Given the reactants [H-].[Na+].[N:3]1([CH2:8][CH2:9][S:10]([CH2:12][C:13]2[CH:18]=[CH:17][C:16]([OH:19])=[CH:15][CH:14]=2)=[O:11])[CH:7]=[CH:6][N:5]=[N:4]1.Cl[CH2:21][C:22]1[N:23]=[C:24]([CH:27]=[CH:28][C:29]2[CH:34]=[CH:33][C:32]([S:35]([C:37]([F:40])([F:39])[F:38])=[O:36])=[CH:31][CH:30]=2)[O:25][CH:26]=1.O, predict the reaction product. The product is: [F:40][C:37]([F:38])([F:39])[S:35]([C:32]1[CH:33]=[CH:34][C:29](/[CH:28]=[CH:27]/[C:24]2[O:25][CH:26]=[C:22]([CH2:21][O:19][C:16]3[CH:15]=[CH:14][C:13]([CH2:12][S:10]([CH2:9][CH2:8][N:3]4[CH:7]=[CH:6][N:5]=[N:4]4)=[O:11])=[CH:18][CH:17]=3)[N:23]=2)=[CH:30][CH:31]=1)=[O:36]. (4) Given the reactants Cl[C:2]1[C:3]([N:22]2[CH2:26][CH2:25][C@@H:24]([OH:27])[CH2:23]2)=[N:4][CH:5]=[C:6]([CH:21]=1)[C:7]([NH:9][C:10]1[CH:15]=[CH:14][C:13]([O:16][C:17]([F:20])([F:19])[F:18])=[CH:12][CH:11]=1)=[O:8].[N:28]1[C:37]2[C:32](=[CH:33][C:34](B(O)O)=[CH:35][CH:36]=2)[N:31]=[CH:30][CH:29]=1, predict the reaction product. The product is: [OH:27][C@@H:24]1[CH2:25][CH2:26][N:22]([C:3]2[C:2]([C:35]3[CH:36]=[C:37]4[C:32](=[CH:33][CH:34]=3)[N:31]=[CH:30][CH:29]=[N:28]4)=[CH:21][C:6]([C:7]([NH:9][C:10]3[CH:15]=[CH:14][C:13]([O:16][C:17]([F:20])([F:19])[F:18])=[CH:12][CH:11]=3)=[O:8])=[CH:5][N:4]=2)[CH2:23]1. (5) Given the reactants [H-].[Na+].[CH:3]1([SH:8])[CH2:7][CH2:6][CH2:5][CH2:4]1.[Br:9][C:10]1[CH:11]=[C:12]([CH:16]=[C:17](Br)[CH:18]=1)[C:13]([OH:15])=[O:14].Cl, predict the reaction product. The product is: [Br:9][C:10]1[CH:11]=[C:12]([CH:16]=[C:17]([S:8][CH:3]2[CH2:7][CH2:6][CH2:5][CH2:4]2)[CH:18]=1)[C:13]([OH:15])=[O:14]. (6) Given the reactants C([O:8][C:9]1[C:14]2[NH:15][C:16](=[O:19])[CH2:17][O:18][C:13]=2[C:12]([C:20](=[O:24])[CH:21](O)O)=[CH:11][CH:10]=1)C1C=CC=CC=1.[CH3:25][O:26][C:27]1[CH:37]=[CH:36][C:30]([CH2:31][C:32]2([NH2:35])[CH2:34][CH2:33]2)=[CH:29][CH:28]=1.FC(F)(F)C([O-])=O, predict the reaction product. The product is: [OH:8][C:9]1[C:14]2[NH:15][C:16](=[O:19])[CH2:17][O:18][C:13]=2[C:12]([CH:20]([OH:24])[CH2:21][NH:35][C:32]2([CH2:31][C:30]3[CH:36]=[CH:37][C:27]([O:26][CH3:25])=[CH:28][CH:29]=3)[CH2:34][CH2:33]2)=[CH:11][CH:10]=1. (7) Given the reactants [C:1]([O:5][C:6](=[O:40])[NH:7][C:8]1([C:12]2[CH:17]=[CH:16][C:15]([C:18]3[C:27]([C:28]4[CH:33]=[CH:32][CH:31]=[CH:30][CH:29]=4)=[CH:26][C:25]4[C:24](=O)[C:23](=[C:35](SC)[S:36][CH3:37])[CH2:22][CH2:21][C:20]=4[N:19]=3)=[CH:14][CH:13]=2)[CH2:11][CH2:10][CH2:9]1)([CH3:4])([CH3:3])[CH3:2].O.[NH2:42][NH2:43], predict the reaction product. The product is: [C:1]([O:5][C:6](=[O:40])[NH:7][C:8]1([C:12]2[CH:13]=[CH:14][C:15]([C:18]3[C:27]([C:28]4[CH:29]=[CH:30][CH:31]=[CH:32][CH:33]=4)=[CH:26][C:25]4[C:24]5=[N:42][NH:43][C:35]([S:36][CH3:37])=[C:23]5[CH2:22][CH2:21][C:20]=4[N:19]=3)=[CH:16][CH:17]=2)[CH2:11][CH2:10][CH2:9]1)([CH3:2])([CH3:4])[CH3:3]. (8) Given the reactants [CH2:1]([N:3]1[C:11]2[C:6](=[CH:7][CH:8]=[C:9]([O:12][CH3:13])[CH:10]=2)[C:5]([C:14]#[N:15])=[C:4]1[I:16])[CH3:2].[N+:17]([O-])([OH:19])=[O:18], predict the reaction product. The product is: [CH2:1]([N:3]1[C:11]2[C:6](=[CH:7][C:8]([N+:17]([O-:19])=[O:18])=[C:9]([O:12][CH3:13])[CH:10]=2)[C:5]([C:14]#[N:15])=[C:4]1[I:16])[CH3:2]. (9) Given the reactants [C:1]1(C)C=CC=C(C#N)C=1.NO.[OH:12][N:13]=[C:14]([NH2:21])[C:15]1[CH:20]=[CH:19][CH:18]=[CH:17][CH:16]=1, predict the reaction product. The product is: [OH:12][N:13]=[C:14]([NH2:21])[C:15]1[CH:20]=[CH:19][CH:18]=[C:17]([CH3:1])[CH:16]=1.